This data is from Full USPTO retrosynthesis dataset with 1.9M reactions from patents (1976-2016). The task is: Predict the reactants needed to synthesize the given product. (1) Given the product [OH:23][CH2:22][CH:14]=[C:13]1[CH2:5][CH2:4][N:3]([C:9]2[N:18]=[C:17]3[C:12]([C:13](=[O:25])[C:14]([C:22]([OH:24])=[O:23])=[CH:15][N:16]3[CH:19]3[CH2:21][CH2:20]3)=[CH:11][C:10]=2[F:26])[CH2:6][CH2:7]1, predict the reactants needed to synthesize it. The reactants are: C([N:3]([CH2:6][CH3:7])[CH2:4][CH3:5])C.Cl[C:9]1[N:18]=[C:17]2[C:12]([C:13](=[O:25])[C:14]([C:22]([OH:24])=[O:23])=[CH:15][N:16]2[CH:19]2[CH2:21][CH2:20]2)=[CH:11][C:10]=1[F:26]. (2) Given the product [CH2:36]([O:38][C:39](=[O:42])[CH2:40][O:26][C:27]1[CH:28]=[C:29]([C:2]2[CH:7]=[C:6]([F:8])[C:5]([CH:9]([C:10](=[O:11])[NH:12][CH2:13][C:14]3[CH:19]=[CH:18][C:17]([C:20]#[N:21])=[CH:16][CH:15]=3)[O:22][CH2:23][CH3:24])=[C:4]([F:25])[CH:3]=2)[CH:30]=[CH:31][CH:32]=1)[CH3:37], predict the reactants needed to synthesize it. The reactants are: Br[C:2]1[CH:7]=[C:6]([F:8])[C:5]([CH:9]([O:22][CH2:23][CH3:24])[C:10]([NH:12][CH2:13][C:14]2[CH:19]=[CH:18][C:17]([C:20]#[N:21])=[CH:16][CH:15]=2)=[O:11])=[C:4]([F:25])[CH:3]=1.[OH:26][C:27]1[CH:28]=[C:29](B(O)O)[CH:30]=[CH:31][CH:32]=1.[CH2:36]([O:38][C:39](=[O:42])[CH2:40]Br)[CH3:37].C(=O)([O-])[O-].[Cs+].[Cs+].